From a dataset of CYP2C19 inhibition data for predicting drug metabolism from PubChem BioAssay. Regression/Classification. Given a drug SMILES string, predict its absorption, distribution, metabolism, or excretion properties. Task type varies by dataset: regression for continuous measurements (e.g., permeability, clearance, half-life) or binary classification for categorical outcomes (e.g., BBB penetration, CYP inhibition). Dataset: cyp2c19_veith. (1) The compound is Cc1cc(C)c(S(=O)(=O)NNC(=O)C2CCN(Cc3ccccc3)CC2)c(C)c1. The result is 0 (non-inhibitor). (2) The compound is CCOC(=O)CSc1nc(-c2ccccc2)nc2ccccc12. The result is 1 (inhibitor).